From a dataset of Catalyst prediction with 721,799 reactions and 888 catalyst types from USPTO. Predict which catalyst facilitates the given reaction. (1) Reactant: [Cl:1][C:2]1[CH:3]=[C:4](/[CH:9]=[CH:10]/[C:11]([O:13][CH3:14])=[O:12])[CH:5]=[N:6][C:7]=1Cl.CCN(CC)CC.[NH2:22][C@H:23]([CH3:34])[C:24]([NH:26][CH2:27][CH:28]1[CH2:33][CH2:32][CH2:31][CH2:30][CH2:29]1)=[O:25].CCOC(C)=O. Product: [Cl:1][C:2]1[CH:3]=[C:4](/[CH:9]=[CH:10]/[C:11]([O:13][CH3:14])=[O:12])[CH:5]=[N:6][C:7]=1[NH:22][C@H:23]([CH3:34])[C:24]([NH:26][CH2:27][CH:28]1[CH2:33][CH2:32][CH2:31][CH2:30][CH2:29]1)=[O:25]. The catalyst class is: 287. (2) Reactant: Cl.[F:2][C:3]1[CH:8]=[C:7]([F:9])[CH:6]=[CH:5][C:4]=1[C:10](=[O:22])[CH2:11][C:12](SC1C=CC(Cl)=CC=1)=[NH:13].[CH3:23][O:24][C:25]1[CH:31]=[C:30]([F:32])[C:28]([NH2:29])=[C:27]([F:33])[CH:26]=1. Product: [F:32][C:30]1[CH:31]=[C:25]([O:24][CH3:23])[CH:26]=[C:27]([F:33])[C:28]=1[NH:29][C:12](=[NH:13])[CH2:11][C:10]([C:4]1[CH:5]=[CH:6][C:7]([F:9])=[CH:8][C:3]=1[F:2])=[O:22]. The catalyst class is: 15. (3) Reactant: [CH2:1]([O:3][C:4]([C:6]1[CH:11]=[C:10]([O:12]CC2C=CC=CC=2)[CH:9]=[C:8]([CH2:20][O:21][CH:22]2[CH2:27][CH2:26][CH2:25][CH2:24][O:23]2)[N:7]=1)=[O:5])[CH3:2].C1CCCCC=1. Product: [CH2:1]([O:3][C:4]([C:6]1[CH:11]=[C:10]([OH:12])[CH:9]=[C:8]([CH2:20][O:21][CH:22]2[CH2:27][CH2:26][CH2:25][CH2:24][O:23]2)[N:7]=1)=[O:5])[CH3:2]. The catalyst class is: 129. (4) Reactant: N1(C2C=CC([C:12]34[CH2:31][CH:16]5[CH2:17][C:18]([NH:20][CH2:21][C:22]([N:24]6[CH2:28][CH2:27][CH2:26][C@H:25]6[C:29]#[N:30])=[O:23])([CH2:19]3)[CH:14]([CH2:15]5)[CH2:13]4)=CC=2)C=CC=C1.[Si](Cl)(C)(C)C. Product: [CH:16]12[CH2:31][CH:12]3[CH2:13][CH:14]([CH2:15]1)[C:18]([NH:20][CH2:21][C:22]([N:24]1[CH2:28][CH2:27][CH2:26][C@H:25]1[C:29]#[N:30])=[O:23])([CH2:19]3)[CH2:17]2. The catalyst class is: 5. (5) Reactant: [NH2:1][C:2]1[CH:3]=[CH:4][C:5]([CH:9]([CH3:13])[C:10]([OH:12])=O)=[N:6][C:7]=1[Br:8].[CH3:14][CH:15]1[CH2:20][CH2:19][N:18]([C:21]2[C:26]([CH2:27][NH2:28])=[CH:25][CH:24]=[C:23]([C:29]([F:32])([F:31])[F:30])[N:22]=2)[CH2:17][CH2:16]1.C(N=C=NCCCN(C)C)C.ON1C2C=CC=CC=2N=N1.C(N(CC)CC)C. Product: [NH2:1][C:2]1[CH:3]=[CH:4][C:5]([CH:9]([CH3:13])[C:10]([NH:28][CH2:27][C:26]2[C:21]([N:18]3[CH2:19][CH2:20][CH:15]([CH3:14])[CH2:16][CH2:17]3)=[N:22][C:23]([C:29]([F:32])([F:30])[F:31])=[CH:24][CH:25]=2)=[O:12])=[N:6][C:7]=1[Br:8]. The catalyst class is: 12. (6) Reactant: C[O:2][C:3](=[O:19])[CH2:4][CH2:5][N:6]1[C:11]2[CH:12]=[C:13]([CH3:17])[CH:14]=[C:15]([CH3:16])[C:10]=2[O:9][CH2:8][C:7]1=[O:18].[OH-].[Na+]. Product: [CH3:17][C:13]1[CH:14]=[C:15]([CH3:16])[C:10]2[O:9][CH2:8][C:7](=[O:18])[N:6]([CH2:5][CH2:4][C:3]([OH:19])=[O:2])[C:11]=2[CH:12]=1. The catalyst class is: 5. (7) Reactant: [NH2:1][C:2]1[CH:7]=[C:6]([C:8]([F:11])([F:10])[F:9])[CH:5]=[CH:4][C:3]=1[OH:12].[C:13](O)(=[O:20])[C:14]1[CH:19]=[CH:18][N:17]=[CH:16][CH:15]=1.CCN=C=NCCCN(C)C.N1C=CC=CC=1. Product: [OH:12][C:3]1[CH:4]=[CH:5][C:6]([C:8]([F:9])([F:10])[F:11])=[CH:7][C:2]=1[NH:1][C:13](=[O:20])[C:14]1[CH:19]=[CH:18][N:17]=[CH:16][CH:15]=1. The catalyst class is: 6.